This data is from Full USPTO retrosynthesis dataset with 1.9M reactions from patents (1976-2016). The task is: Predict the reactants needed to synthesize the given product. (1) Given the product [NH2:1][C:2]1[N:7]2[N:8]=[CH:9][C:10]([C@@H:11]3[O:15][C@:14]([C:16]#[CH:17])([CH2:18][OH:19])[C@@H:13]([OH:20])[CH2:12]3)=[C:6]2[N:5]=[CH:4][N:3]=1, predict the reactants needed to synthesize it. The reactants are: [NH2:1][C:2]1[N:7]2[N:8]=[CH:9][C:10]([C@@H:11]3[O:15][C@@:14]([CH2:18][OH:19])([C:16]#[CH:17])[C@@H:13]([O:20][Si](C(C)(C)C)(C)C)[CH2:12]3)=[C:6]2[N:5]=[CH:4][N:3]=1.CCCC[N+](CCCC)(CCCC)CCCC.[F-].C1COCC1. (2) Given the product [CH3:14][Sn:15]([CH3:17])([CH3:16])[C:2]1[CH:7]=[CH:6][C:5]([CH3:8])=[CH:4][CH:3]=1, predict the reactants needed to synthesize it. The reactants are: Br[C:2]1[CH:7]=[CH:6][C:5]([CH3:8])=[CH:4][CH:3]=1.C([Li])CCC.[CH3:14][Sn:15](Cl)([CH3:17])[CH3:16].O. (3) Given the product [CH:1]1([N:7]([CH2:17][CH:18]2[CH2:20][CH2:19]2)[C:8]2[N:13]=[CH:12][N:11]=[C:10]([C:14]([NH:38][C:37]3[CH:36]=[CH:35][C:34]([C:30]4[N:29]([CH3:28])[CH:33]=[N:32][N:31]=4)=[CH:40][CH:39]=3)=[O:16])[CH:9]=2)[CH2:2][CH2:3][CH2:4][CH2:5][CH2:6]1, predict the reactants needed to synthesize it. The reactants are: [CH:1]1([N:7]([CH2:17][CH:18]2[CH2:20][CH2:19]2)[C:8]2[N:13]=[CH:12][N:11]=[C:10]([C:14]([OH:16])=O)[CH:9]=2)[CH2:6][CH2:5][CH2:4][CH2:3][CH2:2]1.C(N(CC)CC)C.[CH3:28][N:29]1[CH:33]=[N:32][N:31]=[C:30]1[C:34]1[CH:40]=[CH:39][C:37]([NH2:38])=[CH:36][CH:35]=1. (4) Given the product [CH3:1][O:2][C:3](=[O:37])[CH2:4][C:5]1[CH:10]=[CH:9][CH:8]=[C:7]([CH2:11][N:12]([CH2:18][CH2:19][CH2:20][N:21]2[C:29](=[O:30])[NH:28][C:27]3[C:22]2=[N:23][C:24]([O:32][CH2:33][CH2:34][CH2:35][CH3:36])=[N:25][C:26]=3[NH2:31])[C:13](=[O:17])[CH2:14][S:15]([CH3:16])=[O:48])[CH:6]=1, predict the reactants needed to synthesize it. The reactants are: [CH3:1][O:2][C:3](=[O:37])[CH2:4][C:5]1[CH:10]=[CH:9][CH:8]=[C:7]([CH2:11][N:12]([CH2:18][CH2:19][CH2:20][N:21]2[C:29](=[O:30])[NH:28][C:27]3[C:22]2=[N:23][C:24]([O:32][CH2:33][CH2:34][CH2:35][CH3:36])=[N:25][C:26]=3[NH2:31])[C:13](=[O:17])[CH2:14][S:15][CH3:16])[CH:6]=1.CO.C1C=C(Cl)C=C(C(OO)=[O:48])C=1. (5) Given the product [F:14][C:15]1[CH:22]=[C:21]([N:23]2[CH2:24][CH2:25][O:26][CH2:27][CH2:28]2)[CH:20]=[CH:19][C:16]=1[CH2:17][N:11]1[CH2:12][CH2:13][N:8]([C:6]([O:5][C:1]([CH3:4])([CH3:2])[CH3:3])=[O:7])[CH2:9][CH2:10]1, predict the reactants needed to synthesize it. The reactants are: [C:1]([O:5][C:6]([N:8]1[CH2:13][CH2:12][NH:11][CH2:10][CH2:9]1)=[O:7])([CH3:4])([CH3:3])[CH3:2].[F:14][C:15]1[CH:22]=[C:21]([N:23]2[CH2:28][CH2:27][O:26][CH2:25][CH2:24]2)[CH:20]=[CH:19][C:16]=1[CH:17]=O.C(O[BH-](OC(=O)C)OC(=O)C)(=O)C.[Na+]. (6) Given the product [OH:1][C:2]1[CH:3]=[CH:4][C:5]([C:8]2[CH:16]=[CH:15][C:11]([C:12]([O:14][CH2:17][CH3:18])=[O:13])=[CH:10][CH:9]=2)=[CH:6][CH:7]=1, predict the reactants needed to synthesize it. The reactants are: [OH:1][C:2]1[CH:7]=[CH:6][C:5]([C:8]2[CH:16]=[CH:15][C:11]([C:12]([OH:14])=[O:13])=[CH:10][CH:9]=2)=[CH:4][CH:3]=1.[CH2:17](O)[CH3:18].C(C1C=CC(C(O)=O)=CC=1)CC. (7) Given the product [Cl:30][C:31]1[CH:32]=[CH:33][C:34]([N:37]2[CH2:42][CH2:41][N:40]([CH2:12][C@@H:13]3[O:27][C:17]4=[C:18]5[C:23](=[CH:24][CH:25]=[C:16]4[O:15][CH2:14]3)[N:22]=[C:21]([CH3:26])[CH:20]=[CH:19]5)[CH2:39][CH2:38]2)=[CH:35][CH:36]=1, predict the reactants needed to synthesize it. The reactants are: BrC1C=CC(S(O[CH2:12][C@@H:13]2[O:27][C:17]3=[C:18]4[C:23](=[CH:24][CH:25]=[C:16]3[O:15][CH2:14]2)[N:22]=[C:21]([CH3:26])[CH:20]=[CH:19]4)(=O)=O)=CC=1.Cl.Cl.[Cl:30][C:31]1[CH:36]=[CH:35][C:34]([N:37]2[CH2:42][CH2:41][NH:40][CH2:39][CH2:38]2)=[CH:33][CH:32]=1.C(N(CC)C(C)C)(C)C. (8) Given the product [Cl:1][C:2]1[N:3]=[CH:4][C:5]([C:11]([N:14]2[CH2:19][CH2:18][O:17][CH2:16][CH2:15]2)=[O:13])=[C:6]2[CH:10]=[CH:9][NH:8][C:7]=12, predict the reactants needed to synthesize it. The reactants are: [Cl:1][C:2]1[C:7]2[NH:8][CH:9]=[CH:10][C:6]=2[C:5]([C:11]([OH:13])=O)=[CH:4][N:3]=1.[NH:14]1[CH2:19][CH2:18][O:17][CH2:16][CH2:15]1. (9) Given the product [C:26]([O:25][C:23]([N:20]1[CH2:21][CH2:22][CH:17]([C:7]2[C:8]([O:11][CH2:12][C:13]([F:15])([F:16])[F:14])=[N:9][CH:10]=[C:5]([C:3]([OH:4])=[O:2])[CH:6]=2)[CH2:18][CH2:19]1)=[O:24])([CH3:29])([CH3:27])[CH3:28], predict the reactants needed to synthesize it. The reactants are: C[O:2][C:3]([C:5]1[CH:6]=[C:7]([CH:17]2[CH2:22][CH2:21][N:20]([C:23]([O:25][C:26]([CH3:29])([CH3:28])[CH3:27])=[O:24])[CH2:19][CH2:18]2)[C:8]([O:11][CH2:12][C:13]([F:16])([F:15])[F:14])=[N:9][CH:10]=1)=[O:4].O1CCCC1.[OH-].[Li+].[NH4+].[Cl-].